Dataset: Ames mutagenicity test results for genotoxicity prediction. Task: Regression/Classification. Given a drug SMILES string, predict its toxicity properties. Task type varies by dataset: regression for continuous values (e.g., LD50, hERG inhibition percentage) or binary classification for toxic/non-toxic outcomes (e.g., AMES mutagenicity, cardiotoxicity, hepatotoxicity). Dataset: ames. (1) The compound is O=[N+]([O-])c1cc([N+](=O)[O-])c2c([N+](=O)[O-])cc([N+](=O)[O-])cc2c1. The result is 1 (mutagenic). (2) The molecule is O=C(O)Cc1c[nH]c2ccccc12. The result is 0 (non-mutagenic). (3) The drug is Cn1c(-c2ccccc2)c(N=Nc2scc[n+]2C)c2ccccc21. The result is 1 (mutagenic). (4) The compound is CC1(C)C2CC3OC3(C)C1C2. The result is 0 (non-mutagenic). (5) The drug is C=CC(=O)OCCCCC. The result is 0 (non-mutagenic). (6) The molecule is Nc1ccccc1SCCSc1ccccc1N. The result is 1 (mutagenic). (7) The molecule is Nc1ccc([N+](=O)[O-])cc1O. The result is 1 (mutagenic). (8) The compound is COc1cc2c3c(c1O)-c1cc4c(cc1CC3N(C)CC2)OCO4. The result is 0 (non-mutagenic).